From a dataset of Full USPTO retrosynthesis dataset with 1.9M reactions from patents (1976-2016). Predict the reactants needed to synthesize the given product. (1) Given the product [CH3:19][CH:17]([O:16][C:13]1[CH:14]=[CH:15][C:10]([CH2:9][CH2:4][C:3]([OH:20])=[O:2])=[CH:11][CH:12]=1)[CH3:18], predict the reactants needed to synthesize it. The reactants are: C[O:2][C:3](=[O:20])[CH:4]([CH2:9][C:10]1[CH:15]=[CH:14][C:13]([O:16][CH:17]([CH3:19])[CH3:18])=[CH:12][CH:11]=1)C(OC)=O.[OH-].[K+]. (2) Given the product [Cl:38][CH2:39][C:40]1[S:41][CH:42]=[C:43]([C:45]([NH:1][C:2]2[CH:10]=[C:9]([C:11]3[CH:16]=[N:15][C:14]([Cl:17])=[C:13]([NH:18][S:19]([CH3:22])(=[O:21])=[O:20])[CH:12]=3)[CH:8]=[C:7]3[C:3]=2[CH:4]=[N:5][N:6]3[S:23]([C:26]2[CH:27]=[CH:28][CH:29]=[CH:30][CH:31]=2)(=[O:25])=[O:24])=[O:46])[N:44]=1, predict the reactants needed to synthesize it. The reactants are: [NH2:1][C:2]1[CH:10]=[C:9]([C:11]2[CH:12]=[C:13]([NH:18][S:19]([CH3:22])(=[O:21])=[O:20])[C:14]([Cl:17])=[N:15][CH:16]=2)[CH:8]=[C:7]2[C:3]=1[CH:4]=[N:5][N:6]2[S:23]([C:26]1[CH:31]=[CH:30][CH:29]=[CH:28][CH:27]=1)(=[O:25])=[O:24].N1C=CC=CC=1.[Cl:38][CH2:39][C:40]1[S:41][CH:42]=[C:43]([C:45](Cl)=[O:46])[N:44]=1.C(=O)(O)[O-].[Na+]. (3) Given the product [CH2:1]([O:3][C:4]([N:6]1[CH2:12][CH2:11][C:10]2[CH:13]=[C:14]([Br:27])[S:15][C:9]=2[CH2:8][CH2:7]1)=[O:5])[CH3:2], predict the reactants needed to synthesize it. The reactants are: [CH2:1]([O:3][C:4]([N:6]1[CH2:12][CH2:11][C:10]2[CH:13]=[CH:14][S:15][C:9]=2[CH2:8][CH2:7]1)=[O:5])[CH3:2].CC(O)=O.C1C(=O)N([Br:27])C(=O)C1. (4) Given the product [Cl:39][C:34]1[C:30]([C:31]([NH:10][C:11]2[CH:26]=[CH:25][C:24]([Cl:27])=[CH:23][C:12]=2[C:13]([NH:15][CH2:16][CH:17]2[CH2:22][CH2:21][CH2:20][CH2:19][CH2:18]2)=[O:14])=[O:32])=[C:29]([F:28])[C:37]([CH3:38])=[CH:36][CH:35]=1, predict the reactants needed to synthesize it. The reactants are: C(N(C(C)C)CC)(C)C.[NH2:10][C:11]1[CH:26]=[CH:25][C:24]([Cl:27])=[CH:23][C:12]=1[C:13]([NH:15][CH2:16][CH:17]1[CH2:22][CH2:21][CH2:20][CH2:19][CH2:18]1)=[O:14].[F:28][C:29]1[C:37]([CH3:38])=[CH:36][CH:35]=[C:34]([Cl:39])[C:30]=1[C:31](Cl)=[O:32]. (5) Given the product [Cl:1][C:2]1[CH:3]=[C:4]([C:11]2[CH:16]=[C:15]([CH2:17][CH2:18][CH3:19])[CH:14]=[C:13]([C:20]#[N:21])[C:12]=2[C:22]2[S:23][CH:24]=[CH:25][C:26]=2[CH3:27])[CH:5]=[C:6]([F:10])[C:7]=1[OH:8], predict the reactants needed to synthesize it. The reactants are: [Cl:1][C:2]1[CH:3]=[C:4]([C:11]2[CH:16]=[C:15]([CH2:17][CH2:18][CH3:19])[CH:14]=[C:13]([C:20]#[N:21])[C:12]=2[C:22]2[S:23][CH:24]=[CH:25][C:26]=2[CH3:27])[CH:5]=[C:6]([F:10])[C:7]=1[O:8]C.B(Br)(Br)Br.Cl.O.